From a dataset of Reaction yield outcomes from USPTO patents with 853,638 reactions. Predict the reaction yield, written as a fraction of the theoretical maximum amount of product (1.0 means a 100% yield; for example, 0.34 means a 34% yield). (1) The reactants are CCN(C(C)C)C(C)C.[CH3:10][C:11]([Si:14]([CH3:38])([CH3:37])[O:15][CH2:16][C@@H:17]([O:19][C:20]1[CH:21]=[C:22]([CH:26]=[C:27]([O:29][CH2:30][C:31]2[CH:36]=[CH:35][CH:34]=[CH:33][CH:32]=2)[CH:28]=1)[C:23]([OH:25])=O)[CH3:18])([CH3:13])[CH3:12].CN(C(ON1N=NC2C=CC=NC1=2)=[N+](C)C)C.F[P-](F)(F)(F)(F)F.[CH3:63][CH:64]([N:66]1[CH:70]=[CH:69][C:68]([NH2:71])=[N:67]1)[CH3:65]. The catalyst is CN(C=O)C. The product is [CH3:12][C:11]([Si:14]([CH3:38])([CH3:37])[O:15][CH2:16][C@@H:17]([O:19][C:20]1[CH:21]=[C:22]([CH:26]=[C:27]([O:29][CH2:30][C:31]2[CH:32]=[CH:33][CH:34]=[CH:35][CH:36]=2)[CH:28]=1)[C:23]([NH:71][C:68]1[CH:69]=[CH:70][N:66]([CH:64]([CH3:65])[CH3:63])[N:67]=1)=[O:25])[CH3:18])([CH3:13])[CH3:10]. The yield is 0.650. (2) The reactants are [NH2:1][C:2]1[CH:17]=[CH:16][C:5]([C:6]([NH:8][CH2:9][CH2:10][N:11]([CH2:14][CH3:15])[CH2:12][CH3:13])=[O:7])=[C:4]([O:18][CH3:19])[CH:3]=1.C(N(CC)CC)C.[CH3:27][S:28](Cl)(=[O:30])=[O:29].C(=O)(O)[O-].[Na+]. The catalyst is C(Cl)Cl. The product is [CH2:14]([N:11]([CH2:12][CH3:13])[CH2:10][CH2:9][NH:8][C:6](=[O:7])[C:5]1[CH:16]=[CH:17][C:2]([N:1]([S:28]([CH3:27])(=[O:30])=[O:29])[S:28]([CH3:27])(=[O:30])=[O:29])=[CH:3][C:4]=1[O:18][CH3:19])[CH3:15]. The yield is 0.526. (3) The reactants are Br[C:2]1[C:3]([CH3:17])=[C:4]([O:14][CH2:15][CH3:16])[C:5]2[O:9][C:8]([CH3:11])([CH3:10])[CH2:7][C:6]=2[C:12]=1[CH3:13].[CH3:18][C:19]1[CH:24]=[CH:23][C:22]([N:25]2[CH2:30][CH2:29][NH:28][CH2:27][CH2:26]2)=[CH:21][CH:20]=1. No catalyst specified. The product is [CH2:15]([O:14][C:4]1[C:5]2[O:9][C:8]([CH3:11])([CH3:10])[CH2:7][C:6]=2[C:12]([CH3:13])=[C:2]([N:28]2[CH2:29][CH2:30][N:25]([C:22]3[CH:23]=[CH:24][C:19]([CH3:18])=[CH:20][CH:21]=3)[CH2:26][CH2:27]2)[C:3]=1[CH3:17])[CH3:16]. The yield is 0.230. (4) The reactants are Br[CH:2]([CH2:7][CH2:8][Br:9])[C:3]([O:5][CH3:6])=[O:4].[S:10]1C=CC=C1CC(O)=O.CCN(C(C)C)C(C)C.C1C[O:31][CH2:30][CH2:29]1. No catalyst specified. The product is [C:30]([S:10][CH:2]([CH2:7][CH2:8][Br:9])[C:3]([O:5][CH3:6])=[O:4])(=[O:31])[CH3:29]. The yield is 0.960. (5) The reactants are [CH3:1][S:2][C:3]1[N:4]=[CH:5][C:6]2[C:12](=[O:13])[CH2:11][CH:10]([C:14](O)=[O:15])[N:9]([C:17]3([CH2:22][O:23][Si:24]([CH:31]([CH3:33])[CH3:32])([CH:28]([CH3:30])[CH3:29])[CH:25]([CH3:27])[CH3:26])[CH2:21][CH2:20][CH2:19][CH2:18]3)[C:7]=2[N:8]=1.[CH3:34][O:35][C:36]1[CH:41]=[C:40]([O:42][CH3:43])[CH:39]=[CH:38][C:37]=1[CH2:44][NH2:45].F[P-](F)(F)(F)(F)F.C[N+](C)=C(N(C)C)ON1C2N=CC=CC=2N=N1.C(N(CC)C(C)C)(C)C. The catalyst is CN(C)C=O.O. The product is [CH3:34][O:35][C:36]1[CH:41]=[C:40]([O:42][CH3:43])[CH:39]=[CH:38][C:37]=1[CH2:44][NH:45][C:14]([CH:10]1[N:9]([C:17]2([CH2:22][O:23][Si:24]([CH:25]([CH3:27])[CH3:26])([CH:28]([CH3:30])[CH3:29])[CH:31]([CH3:32])[CH3:33])[CH2:21][CH2:20][CH2:19][CH2:18]2)[C:7]2[N:8]=[C:3]([S:2][CH3:1])[N:4]=[CH:5][C:6]=2[C:12](=[O:13])[CH2:11]1)=[O:15]. The yield is 0.880.